From a dataset of Forward reaction prediction with 1.9M reactions from USPTO patents (1976-2016). Predict the product of the given reaction. Given the reactants [CH3:1][C:2]1[CH:11]=[CH:10][C:9]2[C:4](=[CH:5][CH:6]=[C:7]3[O:15][CH2:14][C@H:13]([CH2:16][N:17]4[CH2:22][CH2:21][CH:20]([OH:23])[CH2:19][CH2:18]4)[O:12][C:8]3=2)[N:3]=1.O[C:25]1[CH:26]=[CH:27][C:28]2[O:33][CH2:32][C:31](=[O:34])[NH:30][C:29]=2[CH:35]=1.C1(P(C2C=CC=CC=2)C2C=CC=CC=2)C=CC=CC=1.N(C(OCC)=O)=NC(OCC)=O.Cl, predict the reaction product. The product is: [CH3:1][C:2]1[CH:11]=[CH:10][C:9]2[C:4](=[CH:5][CH:6]=[C:7]3[O:15][CH2:14][C@H:13]([CH2:16][N:17]4[CH2:22][CH2:21][CH:20]([O:23][C:25]5[CH:26]=[CH:27][C:28]6[O:33][CH2:32][C:31](=[O:34])[NH:30][C:29]=6[CH:35]=5)[CH2:19][CH2:18]4)[O:12][C:8]3=2)[N:3]=1.